Dataset: Full USPTO retrosynthesis dataset with 1.9M reactions from patents (1976-2016). Task: Predict the reactants needed to synthesize the given product. Given the product [I:1][C:2]1[CH:3]=[C:4]2[C:8](=[CH:9][CH:10]=1)[NH:7][C:6](=[O:11])[C:5]2=[N:14][NH:13][S:15]([C:18]1[CH:19]=[C:20]([CH:24]=[CH:25][CH:26]=1)[C:21]([OH:23])=[O:22])(=[O:16])=[O:17], predict the reactants needed to synthesize it. The reactants are: [I:1][C:2]1[CH:3]=[C:4]2[C:8](=[CH:9][CH:10]=1)[NH:7][C:6](=[O:11])[C:5]2=O.[NH:13]([S:15]([C:18]1[CH:19]=[C:20]([CH:24]=[CH:25][CH:26]=1)[C:21]([OH:23])=[O:22])(=[O:17])=[O:16])[NH2:14].